From a dataset of Peptide-MHC class I binding affinity with 185,985 pairs from IEDB/IMGT. Regression. Given a peptide amino acid sequence and an MHC pseudo amino acid sequence, predict their binding affinity value. This is MHC class I binding data. (1) The peptide sequence is SYVMCTGSF. The MHC is HLA-A23:01 with pseudo-sequence HLA-A23:01. The binding affinity (normalized) is 0.747. (2) The MHC is HLA-A29:02 with pseudo-sequence HLA-A29:02. The peptide sequence is VSSPDAVTTY. The binding affinity (normalized) is 0.305. (3) The peptide sequence is YTAFTIPSI. The MHC is HLA-A68:02 with pseudo-sequence HLA-A68:02. The binding affinity (normalized) is 0.539. (4) The peptide sequence is TVDSLSPLK. The MHC is HLA-A31:01 with pseudo-sequence HLA-A31:01. The binding affinity (normalized) is 0.0847. (5) The peptide sequence is DTHYTVEFDR. The MHC is HLA-A11:01 with pseudo-sequence HLA-A11:01. The binding affinity (normalized) is 0. (6) The peptide sequence is TRTSPNIPK. The MHC is HLA-B35:01 with pseudo-sequence HLA-B35:01. The binding affinity (normalized) is 0.0847. (7) The peptide sequence is LASCMGLIY. The MHC is HLA-B07:02 with pseudo-sequence HLA-B07:02. The binding affinity (normalized) is 0. (8) The peptide sequence is ISELSRLRY. The MHC is HLA-A03:01 with pseudo-sequence HLA-A03:01. The binding affinity (normalized) is 0.188. (9) The peptide sequence is SVFPFDGTR. The MHC is HLA-A02:06 with pseudo-sequence HLA-A02:06. The binding affinity (normalized) is 0.0847. (10) The peptide sequence is GRDHVRVTL. The MHC is HLA-A11:01 with pseudo-sequence HLA-A11:01. The binding affinity (normalized) is 0.0847.